From a dataset of Catalyst prediction with 721,799 reactions and 888 catalyst types from USPTO. Predict which catalyst facilitates the given reaction. Reactant: [NH2:1][C:2]1[C:7]([NH2:8])=[CH:6][CH:5]=[CH:4][C:3]=1[CH3:9].[CH3:10]OC(OC)OC.FC(F)(F)C(O)=O. Product: [CH3:9][C:3]1[C:2]2[N:1]=[CH:10][NH:8][C:7]=2[CH:6]=[CH:5][CH:4]=1. The catalyst class is: 2.